This data is from Catalyst prediction with 721,799 reactions and 888 catalyst types from USPTO. The task is: Predict which catalyst facilitates the given reaction. (1) Reactant: Br[C:2]1[C:7]2=[CH:8][N:9]([C:11]3[C:16]([F:17])=[CH:15][CH:14]=[CH:13][C:12]=3[Cl:18])[N:10]=[C:6]2[CH:5]=[CH:4][N:3]=1.[C:19](=[O:26])([O:21][C:22]([CH3:25])([CH3:24])[CH3:23])[NH2:20].CC1(C)C2C(=C(P(C3C=CC=CC=3)C3C=CC=CC=3)C=CC=2)OC2C(P(C3C=CC=CC=3)C3C=CC=CC=3)=CC=CC1=2.[O-]P([O-])([O-])=O.[K+].[K+].[K+]. Product: [C:22]([O:21][C:19](=[O:26])[NH:20][C:2]1[C:7]2=[CH:8][N:9]([C:11]3[C:16]([F:17])=[CH:15][CH:14]=[CH:13][C:12]=3[Cl:18])[N:10]=[C:6]2[CH:5]=[CH:4][N:3]=1)([CH3:25])([CH3:24])[CH3:23]. The catalyst class is: 882. (2) Reactant: [Br:1][C:2]1[N:6]=[C:5](Br)[N:4]([CH3:8])[N:3]=1.C([Li])CCC.[CH:14](=[O:16])[CH3:15]. Product: [Br:1][C:2]1[N:6]=[C:5]([CH:14]([OH:16])[CH3:15])[N:4]([CH3:8])[N:3]=1. The catalyst class is: 7. (3) Reactant: [CH3:1][O:2][C:3]([NH:5][C:6]1[C:11]2[CH:12]=[CH:13][N:14](C(OCC3C=CC=CC=3)=O)[C:10]=2[CH:9]=[CH:8][N:7]=1)=[O:4]. Product: [NH:14]1[C:10]2[CH:9]=[CH:8][N:7]=[C:6]([NH:5][C:3](=[O:4])[O:2][CH3:1])[C:11]=2[CH:12]=[CH:13]1. The catalyst class is: 29. (4) Reactant: [OH:1][CH2:2][CH2:3][CH2:4][O:5][C:6]1[CH:11]=[CH:10][C:9]([CH2:12][CH2:13][C:14]2[CH:22]=[CH:21][CH:20]=[C:19]3[C:15]=2[C:16]([O:32][C@@H:33]2[O:59][C@H:58]([CH2:60][O:61][C:62](=[O:67])[C:63]([CH3:66])([CH3:65])[CH3:64])[C@@H:50]([O:51][C:52](=[O:57])[C:53]([CH3:56])([CH3:55])[CH3:54])[C@H:42]([O:43][C:44](=[O:49])[C:45]([CH3:48])([CH3:47])[CH3:46])[C@H:34]2[O:35][C:36](=[O:41])[C:37]([CH3:40])([CH3:39])[CH3:38])=[N:17][N:18]3[CH2:23][CH2:24][O:25][C:26](=[O:31])[C:27]([CH3:30])([CH3:29])[CH3:28])=[CH:8][CH:7]=1.C(N(CC)CC)C.[CH3:75][S:76](Cl)(=[O:78])=[O:77].Cl. Product: [CH3:75][S:76]([O:1][CH2:2][CH2:3][CH2:4][O:5][C:6]1[CH:11]=[CH:10][C:9]([CH2:12][CH2:13][C:14]2[CH:22]=[CH:21][CH:20]=[C:19]3[C:15]=2[C:16]([O:32][C@@H:33]2[O:59][C@H:58]([CH2:60][O:61][C:62](=[O:67])[C:63]([CH3:66])([CH3:65])[CH3:64])[C@@H:50]([O:51][C:52](=[O:57])[C:53]([CH3:56])([CH3:55])[CH3:54])[C@H:42]([O:43][C:44](=[O:49])[C:45]([CH3:46])([CH3:47])[CH3:48])[C@H:34]2[O:35][C:36](=[O:41])[C:37]([CH3:38])([CH3:40])[CH3:39])=[N:17][N:18]3[CH2:23][CH2:24][O:25][C:26](=[O:31])[C:27]([CH3:30])([CH3:29])[CH3:28])=[CH:8][CH:7]=1)(=[O:78])=[O:77]. The catalyst class is: 4.